The task is: Regression. Given two drug SMILES strings and cell line genomic features, predict the synergy score measuring deviation from expected non-interaction effect.. This data is from NCI-60 drug combinations with 297,098 pairs across 59 cell lines. Drug 1: CCC1(C2=C(COC1=O)C(=O)N3CC4=CC5=C(C=CC(=C5CN(C)C)O)N=C4C3=C2)O.Cl. Drug 2: COCCOC1=C(C=C2C(=C1)C(=NC=N2)NC3=CC=CC(=C3)C#C)OCCOC.Cl. Cell line: SF-539. Synergy scores: CSS=36.7, Synergy_ZIP=2.01, Synergy_Bliss=0.215, Synergy_Loewe=-58.6, Synergy_HSA=-3.74.